Predict which catalyst facilitates the given reaction. From a dataset of Catalyst prediction with 721,799 reactions and 888 catalyst types from USPTO. Reactant: [C:1]1([C:15]([O:17][CH3:18])=[O:16])[CH:6]=[C:5]([C:7]([O:9][CH3:10])=[O:8])[CH:4]=[C:3]([C:11]([O:13]C)=[O:12])[CH:2]=1.[OH-].[Na+]. Product: [CH3:18][O:17][C:15]([C:1]1[CH:2]=[C:3]([CH:4]=[C:5]([C:7]([O:9][CH3:10])=[O:8])[CH:6]=1)[C:11]([OH:13])=[O:12])=[O:16]. The catalyst class is: 5.